This data is from TCR-epitope binding with 47,182 pairs between 192 epitopes and 23,139 TCRs. The task is: Binary Classification. Given a T-cell receptor sequence (or CDR3 region) and an epitope sequence, predict whether binding occurs between them. (1) The epitope is KRWIILGLNK. The TCR CDR3 sequence is CASSSFGPGNQPQHF. Result: 1 (the TCR binds to the epitope). (2) The epitope is LPPAYTNSF. The TCR CDR3 sequence is CASSERRTSGRVGELFF. Result: 1 (the TCR binds to the epitope).